Dataset: Catalyst prediction with 721,799 reactions and 888 catalyst types from USPTO. Task: Predict which catalyst facilitates the given reaction. (1) Reactant: Cl[CH2:2][C:3]1[N:12]=[C:11]([C:13]2[CH:18]=[CH:17][C:16]3[O:19][CH2:20][O:21][C:15]=3[CH:14]=2)[C:10]2[C:5](=[CH:6][C:7]3[O:24][CH2:23][O:22][C:8]=3[CH:9]=2)[N:4]=1.[NH:25]1[CH2:30][CH2:29][NH:28][CH2:27][CH2:26]1. Product: [CH2:23]1[O:24][C:7]2[CH:6]=[C:5]3[C:10]([C:11]([C:13]4[CH:18]=[CH:17][C:16]5[O:19][CH2:20][O:21][C:15]=5[CH:14]=4)=[N:12][C:3]([CH2:2][N:25]4[CH2:30][CH2:29][NH:28][CH2:27][CH2:26]4)=[N:4]3)=[CH:9][C:8]=2[O:22]1. The catalyst class is: 14. (2) Reactant: [NH2:1][C:2]1[CH:20]=[CH:19][C:5]([CH2:6][NH:7][S:8]([NH:11][C:12](=[O:18])[O:13][C:14]([CH3:17])([CH3:16])[CH3:15])(=[O:10])=[O:9])=[CH:4][CH:3]=1.N1C=CC=CC=1.[C:27]1([O:33][C:34](Cl)=[O:35])[CH:32]=[CH:31][CH:30]=[CH:29][CH:28]=1. Product: [C:27]1([O:33][C:34](=[O:35])[NH:1][C:2]2[CH:20]=[CH:19][C:5]([CH2:6][NH:7][S:8](=[O:10])(=[O:9])[NH:11][C:12]([O:13][C:14]([CH3:16])([CH3:17])[CH3:15])=[O:18])=[CH:4][CH:3]=2)[CH:32]=[CH:31][CH:30]=[CH:29][CH:28]=1. The catalyst class is: 841. (3) Reactant: [F:1][CH:2]1[C:7]([OH:9])([CH3:8])[CH2:6][CH2:5][N:4](C(OC(C)(C)C)=O)[CH2:3]1.[ClH:17]. Product: [ClH:17].[F:1][CH:2]1[C:7]([CH3:8])([OH:9])[CH2:6][CH2:5][NH:4][CH2:3]1. The catalyst class is: 28. (4) Reactant: [S:1]1[C:5]2=[CH:6][N:7]=[C:8]([OH:10])[CH:9]=[C:4]2[CH:3]=[CH:2]1.C(N(CC)CC)C.C1C=CC(N([S:25]([C:28]([F:31])([F:30])[F:29])(=[O:27])=[O:26])[S:25]([C:28]([F:31])([F:30])[F:29])(=[O:27])=[O:26])=CC=1. Product: [F:29][C:28]([F:31])([F:30])[S:25]([O:10][C:8]1[CH:9]=[C:4]2[CH:3]=[CH:2][S:1][C:5]2=[CH:6][N:7]=1)(=[O:27])=[O:26]. The catalyst class is: 2.